Dataset: Forward reaction prediction with 1.9M reactions from USPTO patents (1976-2016). Task: Predict the product of the given reaction. (1) Given the reactants [CH2:1]([O:3][C:4]([CH:6]1[CH2:15][CH2:14][C:9]2([O:13][CH2:12][CH2:11][O:10]2)[CH2:8][CH2:7]1)=[O:5])[CH3:2].C[Si]([N-][Si](C)(C)C)(C)C.[Li+].[Br:26][C:27]1[CH:28]=[CH:29][C:30](F)=[N:31][CH:32]=1.O, predict the reaction product. The product is: [CH2:1]([O:3][C:4]([C:6]1([C:30]2[CH:29]=[CH:28][C:27]([Br:26])=[CH:32][N:31]=2)[CH2:15][CH2:14][C:9]2([O:10][CH2:11][CH2:12][O:13]2)[CH2:8][CH2:7]1)=[O:5])[CH3:2]. (2) Given the reactants C(O[C:4](=[O:11])[C:5]1[CH:10]=[CH:9][N:8]=[CH:7][CH:6]=1)C.[F:12][C:13]1[CH:14]=[C:15]([CH2:20][C:21]#[N:22])[CH:16]=[CH:17][C:18]=1[F:19], predict the reaction product. The product is: [F:12][C:13]1[CH:14]=[C:15]([CH2:20][C:4]([C:5]2[CH:6]=[CH:7][N:8]=[CH:9][CH:10]=2)=[O:11])[CH:16]=[CH:17][C:18]=1[F:19].[F:12][C:13]1[CH:14]=[C:15]([CH2:20][CH:21]([NH2:22])[C:5]2[CH:10]=[CH:9][N:8]=[CH:7][CH:6]=2)[CH:16]=[CH:17][C:18]=1[F:19].